From a dataset of Peptide-MHC class I binding affinity with 185,985 pairs from IEDB/IMGT. Regression. Given a peptide amino acid sequence and an MHC pseudo amino acid sequence, predict their binding affinity value. This is MHC class I binding data. (1) The peptide sequence is ALASFLFGF. The binding affinity (normalized) is 0.0847. The MHC is HLA-B27:05 with pseudo-sequence HLA-B27:05. (2) The peptide sequence is FLLAQFTSAI. The MHC is HLA-A02:06 with pseudo-sequence HLA-A02:06. The binding affinity (normalized) is 0.648. (3) The peptide sequence is ILRGTSFVYV. The MHC is HLA-A11:01 with pseudo-sequence HLA-A11:01. The binding affinity (normalized) is 0. (4) The peptide sequence is AMYYRRTER. The MHC is HLA-B08:02 with pseudo-sequence HLA-B08:02. The binding affinity (normalized) is 0.0847. (5) The peptide sequence is KIDKLTFQIY. The MHC is HLA-A68:01 with pseudo-sequence HLA-A68:01. The binding affinity (normalized) is 0.326. (6) The peptide sequence is LLPFGQLSI. The MHC is HLA-A02:01 with pseudo-sequence HLA-A02:01. The binding affinity (normalized) is 0.538. (7) The peptide sequence is STSRSYMSF. The MHC is HLA-A02:03 with pseudo-sequence HLA-A02:03. The binding affinity (normalized) is 0.0847. (8) The peptide sequence is YLNDFAQLL. The MHC is HLA-C07:01 with pseudo-sequence HLA-C07:01. The binding affinity (normalized) is 0.703. (9) The peptide sequence is DEADLDEILL. The MHC is HLA-B18:01 with pseudo-sequence HLA-B18:01. The binding affinity (normalized) is 0.312. (10) The peptide sequence is CVFKFIVAK. The MHC is HLA-B15:17 with pseudo-sequence HLA-B15:17. The binding affinity (normalized) is 0.0847.